This data is from Peptide-MHC class II binding affinity with 134,281 pairs from IEDB. The task is: Regression. Given a peptide amino acid sequence and an MHC pseudo amino acid sequence, predict their binding affinity value. This is MHC class II binding data. (1) The peptide sequence is WTNTPTKWDNSFLEILYGYE. The MHC is DRB1_0301 with pseudo-sequence DRB1_0301. The binding affinity (normalized) is 0.240. (2) The peptide sequence is VRAVAESHGVAAVLF. The MHC is DRB1_0901 with pseudo-sequence DRB1_0901. The binding affinity (normalized) is 0.441. (3) The peptide sequence is YLAILVKYVDGDGDV. The MHC is DRB1_1101 with pseudo-sequence DRB1_1101. The binding affinity (normalized) is 0.667. (4) The binding affinity (normalized) is 0. The MHC is DRB1_1301 with pseudo-sequence DRB1_1301. The peptide sequence is LHYTVDKSKPKVY.